From a dataset of Forward reaction prediction with 1.9M reactions from USPTO patents (1976-2016). Predict the product of the given reaction. (1) Given the reactants [OH:1][C:2]1[CH:3]=[C:4]2[C:8](=[CH:9][CH:10]=1)[N:7]1[CH2:11][CH2:12][CH2:13][CH:14]([CH2:15][C:16]([O:18][CH2:19][CH3:20])=[O:17])[C:6]1=[CH:5]2.C(=O)([O-])[O-].[Cs+].[Cs+].Cl[CH2:28][C:29]1[CH:34]=[CH:33][C:32]([O:35][CH2:36][CH3:37])=[C:31]([O:38][CH2:39][CH3:40])[CH:30]=1, predict the reaction product. The product is: [CH2:39]([O:38][C:31]1[CH:30]=[C:29]([CH:34]=[CH:33][C:32]=1[O:35][CH2:36][CH3:37])[CH2:28][O:1][C:2]1[CH:3]=[C:4]2[C:8](=[CH:9][CH:10]=1)[N:7]1[CH2:11][CH2:12][CH2:13][CH:14]([CH2:15][C:16]([O:18][CH2:19][CH3:20])=[O:17])[C:6]1=[CH:5]2)[CH3:40]. (2) Given the reactants Cl.[C:2]([O:6][C:7](=[O:14])[CH:8]([NH2:13])[CH2:9][CH:10]([CH3:12])[CH3:11])([CH3:5])([CH3:4])[CH3:3].[N:15]1[CH:20]=[CH:19][CH:18]=[CH:17][C:16]=1[CH:21]=O.C(N(CC)CC)C, predict the reaction product. The product is: [N:15]1[CH:20]=[CH:19][CH:18]=[CH:17][C:16]=1[CH:21]=[N:13][CH:8]([CH2:9][CH:10]([CH3:11])[CH3:12])[C:7]([O:6][C:2]([CH3:3])([CH3:5])[CH3:4])=[O:14]. (3) Given the reactants [CH:1]1[C:13]2[NH:12][C:11]3[C:6](=[CH:7][CH:8]=[CH:9][CH:10]=3)[C:5]=2[CH:4]=[CH:3][CH:2]=1.I[C:15]1[CH:20]=[CH:19][C:18]([Br:21])=[CH:17][CH:16]=1.C(=O)([O-])[O-].[K+].[K+], predict the reaction product. The product is: [Br:21][C:18]1[CH:19]=[CH:20][C:15]([N:12]2[C:11]3[CH:10]=[CH:9][CH:8]=[CH:7][C:6]=3[C:5]3[C:13]2=[CH:1][CH:2]=[CH:3][CH:4]=3)=[CH:16][CH:17]=1. (4) Given the reactants [Cl:1][CH2:2][C:3]1[S:7][C:6]([C:8]2[C:16]3[C:11](=[C:12]([O:17][CH3:18])[CH:13]=[CH:14][CH:15]=3)[N:10]([CH2:19][CH:20]3[CH2:25][CH2:24][CH2:23][CH2:22][CH2:21]3)[CH:9]=2)=[N:5][N:4]=1.[NH:26]1[CH2:30][CH2:29][CH2:28][CH2:27]1, predict the reaction product. The product is: [ClH:1].[CH:20]1([CH2:19][N:10]2[C:11]3[C:16](=[CH:15][CH:14]=[CH:13][C:12]=3[O:17][CH3:18])[C:8]([C:6]3[S:7][C:3]([CH2:2][N:26]4[CH2:30][CH2:29][CH2:28][CH2:27]4)=[N:4][N:5]=3)=[CH:9]2)[CH2:25][CH2:24][CH2:23][CH2:22][CH2:21]1. (5) Given the reactants [C:1]([O:5][C:6]([NH:8][C@H:9]([CH2:29][C:30]1[CH:35]=[C:34]([F:36])[C:33]([F:37])=[CH:32][C:31]=1[F:38])[CH2:10][C:11]([N:13]1[CH2:18][CH2:17][N:16]2[C:19]([C:25]([F:28])([F:27])[F:26])=[N:20][C:21]([C:22]([OH:24])=[O:23])=[C:15]2[CH2:14]1)=[O:12])=[O:7])([CH3:4])([CH3:3])[CH3:2].[CH2:39](O)[CH3:40].C(N(CC)CC)C.O=C1N(P(Cl)(N2CCOC2=O)=O)CCO1, predict the reaction product. The product is: [CH2:39]([O:23][C:22]([C:21]1[N:20]=[C:19]([C:25]([F:27])([F:28])[F:26])[N:16]2[CH2:17][CH2:18][N:13]([C:11](=[O:12])[CH2:10][C@H:9]([NH:8][C:6]([O:5][C:1]([CH3:4])([CH3:2])[CH3:3])=[O:7])[CH2:29][C:30]3[CH:35]=[C:34]([F:36])[C:33]([F:37])=[CH:32][C:31]=3[F:38])[CH2:14][C:15]=12)=[O:24])[CH3:40].